Dataset: Full USPTO retrosynthesis dataset with 1.9M reactions from patents (1976-2016). Task: Predict the reactants needed to synthesize the given product. (1) Given the product [NH4+:7].[OH-:5].[CH3:1][OH:5].[NH2:7][C:8]1[NH:9][C:10](=[O:33])[C:11]([CH2:15][NH:16][C:17]([C:19]2[C:20]3[C:21]([CH3:32])=[CH:22][N:23]([CH:29]([CH3:30])[CH3:31])[C:24]=3[CH:25]=[C:26]([Br:28])[CH:27]=2)=[O:18])=[C:12]([CH3:14])[CH:13]=1, predict the reactants needed to synthesize it. The reactants are: [C:1]([O:5]C(=O)[NH:7][C:8]1[CH:13]=[C:12]([CH3:14])[C:11]([CH2:15][NH:16][C:17]([C:19]2[C:20]3[C:21]([CH3:32])=[CH:22][N:23]([CH:29]([CH3:31])[CH3:30])[C:24]=3[CH:25]=[C:26]([Br:28])[CH:27]=2)=[O:18])=[C:10]([O:33]C)[N:9]=1)(C)(C)C.[Si](I)(C)(C)C. (2) Given the product [CH3:1][O:2][C:3]1[CH:4]=[C:5]([C:11]2[CH:12]=[CH:13][C:14]3[N:15]([C:17]([C:21]4[CH:26]=[CH:25][C:24]([N:34]5[CH2:41][CH2:40][CH2:39][CH2:35][C:36]5=[O:37])=[CH:23][CH:22]=4)=[C:18]([CH3:20])[N:19]=3)[N:16]=2)[CH:6]=[CH:7][C:8]=1[O:9][CH3:10], predict the reactants needed to synthesize it. The reactants are: [CH3:1][O:2][C:3]1[CH:4]=[C:5]([C:11]2[CH:12]=[CH:13][C:14]3[N:15]([C:17]([C:21]4[CH:26]=[CH:25][C:24](I)=[CH:23][CH:22]=4)=[C:18]([CH3:20])[N:19]=3)[N:16]=2)[CH:6]=[CH:7][C:8]=1[O:9][CH3:10].C([O-])([O-])=O.[K+].[K+].[NH:34]1[CH2:41][CH2:40][CH2:39][C@H:35]1[C:36](O)=[O:37]. (3) Given the product [ClH:10].[Br:9][C:5]1[CH:6]=[C:7]([OH:8])[C:2]2[N:3]([CH:11]=[CH:12][N:1]=2)[CH:4]=1, predict the reactants needed to synthesize it. The reactants are: [NH2:1][C:2]1[C:7]([OH:8])=[CH:6][C:5]([Br:9])=[CH:4][N:3]=1.[Cl:10][CH2:11][CH:12]=O. (4) Given the product [CH3:3][C:4]1[O:8][C:7]([C:9]2[CH:10]=[CH:11][C:12]([O:13][C:14]3[CH:15]=[C:16]([CH:21]=[C:22]([O:24][C@H:25]4[CH2:29][CH2:28][N:27]([CH3:33])[C:26]4=[O:30])[CH:23]=3)[C:17]([O:19][CH3:20])=[O:18])=[CH:31][CH:32]=2)=[N:6][N:5]=1, predict the reactants needed to synthesize it. The reactants are: [H-].[Na+].[CH3:3][C:4]1[O:8][C:7]([C:9]2[CH:32]=[CH:31][C:12]([O:13][C:14]3[CH:15]=[C:16]([CH:21]=[C:22]([O:24][C@H:25]4[CH2:29][CH2:28][NH:27][C:26]4=[O:30])[CH:23]=3)[C:17]([O:19][CH3:20])=[O:18])=[CH:11][CH:10]=2)=[N:6][N:5]=1.[CH3:33]I.